The task is: Predict the reactants needed to synthesize the given product.. This data is from Full USPTO retrosynthesis dataset with 1.9M reactions from patents (1976-2016). (1) Given the product [CH2:1]([N:8]1[C:16]2[C:11](=[CH:12][CH:13]=[CH:14][CH:15]=2)[C:10]([O:17][C:18]2[CH:26]=[CH:25][CH:24]=[CH:23][C:19]=2[C:20]([NH:35][CH2:34][CH2:33][CH:29]2[CH2:30][CH2:31][CH2:32][N:28]2[CH3:27])=[O:21])=[N:9]1)[C:2]1[CH:7]=[CH:6][CH:5]=[CH:4][CH:3]=1, predict the reactants needed to synthesize it. The reactants are: [CH2:1]([N:8]1[C:16]2[C:11](=[CH:12][CH:13]=[CH:14][CH:15]=2)[C:10]([O:17][C:18]2[CH:26]=[CH:25][CH:24]=[CH:23][C:19]=2[C:20](O)=[O:21])=[N:9]1)[C:2]1[CH:7]=[CH:6][CH:5]=[CH:4][CH:3]=1.[CH3:27][N:28]1[CH2:32][CH2:31][CH2:30][CH:29]1[CH2:33][CH2:34][NH2:35]. (2) Given the product [O:8]=[C:5]1[CH2:6][CH2:7][N:2]([C:21]([O:20][C:16]([CH3:19])([CH3:18])[CH3:17])=[O:22])[CH2:3][CH2:4]1, predict the reactants needed to synthesize it. The reactants are: Cl.[NH:2]1[CH2:7][CH2:6][C:5](=[O:8])[CH2:4][CH2:3]1.C(N(CC)CC)C.[C:16]([O:20][C:21](O[C:21]([O:20][C:16]([CH3:19])([CH3:18])[CH3:17])=[O:22])=[O:22])([CH3:19])([CH3:18])[CH3:17]. (3) Given the product [ClH:41].[C:1]([O:5][C:6]([NH:8][C:9]1[C:18]2[C:13](=[CH:14][CH:15]=[CH:16][CH:17]=2)[C:12]([O:19][C:20]2[CH:25]=[CH:24][N:23]=[C:22]([NH:26][C:27]3[CH:36]=[CH:35][C:30]([C:31]([OH:33])=[O:32])=[C:29]([O:37][CH3:38])[CH:28]=3)[CH:21]=2)=[CH:11][CH:10]=1)=[O:7])([CH3:4])([CH3:3])[CH3:2], predict the reactants needed to synthesize it. The reactants are: [C:1]([O:5][C:6]([NH:8][C:9]1[C:18]2[C:13](=[CH:14][CH:15]=[CH:16][CH:17]=2)[C:12]([O:19][C:20]2[CH:25]=[CH:24][N:23]=[C:22]([NH:26][C:27]3[CH:36]=[CH:35][C:30]([C:31]([O:33]C)=[O:32])=[C:29]([O:37][CH3:38])[CH:28]=3)[CH:21]=2)=[CH:11][CH:10]=1)=[O:7])([CH3:4])([CH3:3])[CH3:2].[Li+].[OH-].[ClH:41]. (4) Given the product [Br:1][C:2]1[CH:10]=[CH:9][C:5]([C:6]([N:31]2[CH2:36][CH2:35][CH2:34][C@H:33]([NH:37][C:38](=[O:40])[CH3:39])[CH2:32]2)=[O:7])=[C:4]([NH:11][C:12]2([CH2:23][C:24]3[CH:29]=[CH:28][CH:27]=[C:26]([Cl:30])[CH:25]=3)[C:20]3[C:15](=[CH:16][C:17]([Cl:21])=[CH:18][CH:19]=3)[NH:14][C:13]2=[O:22])[CH:3]=1, predict the reactants needed to synthesize it. The reactants are: [Br:1][C:2]1[CH:10]=[CH:9][C:5]([C:6](O)=[O:7])=[C:4]([NH:11][C:12]2([CH2:23][C:24]3[CH:29]=[CH:28][CH:27]=[C:26]([Cl:30])[CH:25]=3)[C:20]3[C:15](=[CH:16][C:17]([Cl:21])=[CH:18][CH:19]=3)[NH:14][C:13]2=[O:22])[CH:3]=1.[NH:31]1[CH2:36][CH2:35][CH2:34][C@H:33]([NH:37][C:38](=[O:40])[CH3:39])[CH2:32]1.CCN=C=NCCCN(C)C.Cl.C1C=CC2N(O)N=NC=2C=1.CCN(C(C)C)C(C)C. (5) Given the product [O:1]([C:8]1[CH:9]=[CH:10][C:11]([CH2:12][NH:13][C:27]([C:26]2[CH:30]=[CH:31][C:23]([C:20]3[S:21][CH:22]=[C:18]([CH2:17][N:57]([CH2:56][C:53]4[CH:54]=[CH:55][C:50]([O:49][CH2:48][C:47]([OH:58])=[O:46])=[CH:51][CH:52]=4)[C:38](=[O:39])[C:37]4[CH:41]=[CH:42][C:34]([C:33]([F:44])([F:43])[F:32])=[CH:35][CH:36]=4)[N:19]=3)=[CH:24][CH:25]=2)=[O:28])=[CH:14][CH:15]=1)[C:2]1[CH:3]=[CH:4][CH:5]=[CH:6][CH:7]=1, predict the reactants needed to synthesize it. The reactants are: [O:1]([C:8]1[CH:15]=[CH:14][C:11]([CH2:12][NH2:13])=[CH:10][CH:9]=1)[C:2]1[CH:7]=[CH:6][CH:5]=[CH:4][CH:3]=1.Cl[CH2:17][C:18]1[N:19]=[C:20]([C:23]2[CH:31]=[CH:30][C:26]([C:27](Cl)=[O:28])=[CH:25][CH:24]=2)[S:21][CH:22]=1.[F:32][C:33]([F:44])([F:43])[C:34]1[CH:42]=[CH:41][C:37]([C:38](Cl)=[O:39])=[CH:36][CH:35]=1.C[O:46][C:47](=[O:58])[CH2:48][O:49][C:50]1[CH:55]=[CH:54][C:53]([CH2:56][NH2:57])=[CH:52][CH:51]=1. (6) Given the product [Cl:8][C:6]1[N:5]=[CH:4][N:3]=[C:2]([NH:19][C:12]2[CH:13]=[C:14]3[C:18](=[C:10]([CH3:9])[CH:11]=2)[NH:17][N:16]=[CH:15]3)[CH:7]=1, predict the reactants needed to synthesize it. The reactants are: Cl[C:2]1[CH:7]=[C:6]([Cl:8])[N:5]=[CH:4][N:3]=1.[CH3:9][C:10]1[CH:11]=[C:12]([NH2:19])[CH:13]=[C:14]2[C:18]=1[NH:17][N:16]=[CH:15]2.CCN(C(C)C)C(C)C. (7) Given the product [CH3:14][C:15]1[NH:13][S:10](=[O:12])(=[O:11])[C:3]2[CH:4]=[C:5]([Br:9])[CH:6]=[C:7]([Br:8])[C:2]=2[N:1]=1, predict the reactants needed to synthesize it. The reactants are: [NH2:1][C:2]1[C:7]([Br:8])=[CH:6][C:5]([Br:9])=[CH:4][C:3]=1[S:10]([NH2:13])(=[O:12])=[O:11].[CH3:14][C:15](OC(C)=O)=O.